Task: Predict which catalyst facilitates the given reaction.. Dataset: Catalyst prediction with 721,799 reactions and 888 catalyst types from USPTO (1) Reactant: [C:1]([O:5][C:6](=[O:25])[NH:7][CH2:8][CH2:9][N:10]1[C:19]2[C:14](=[CH:15][CH:16]=[CH:17][CH:18]=2)[C:13](O)=[C:12]([C:21](=O)[CH3:22])[C:11]1=[O:24])([CH3:4])([CH3:3])[CH3:2].O.[NH2:27][NH2:28]. Product: [C:1]([O:5][C:6](=[O:25])[NH:7][CH2:8][CH2:9][N:10]1[C:19]2[CH:18]=[CH:17][CH:16]=[CH:15][C:14]=2[C:13]2=[N:27][NH:28][C:21]([CH3:22])=[C:12]2[C:11]1=[O:24])([CH3:2])([CH3:4])[CH3:3]. The catalyst class is: 3. (2) The catalyst class is: 14. Product: [NH2:1][C:2](=[N:23][O:24]/[C:31](=[CH:30]/[C:28]([O:27][CH2:25][CH3:26])=[O:29])/[C:32]([O:34][CH2:35][CH3:36])=[O:33])[CH:3]([N:11]([C:12]([O:13][CH2:14][C:15]1[CH:16]=[CH:17][CH:18]=[CH:19][CH:20]=1)=[O:21])[CH3:22])[CH:4]1[CH2:8][CH2:7][CH:6]([CH2:9][OH:10])[CH2:5]1. Reactant: [NH2:1][C:2](=[N:23][OH:24])[CH:3]([N:11]([CH3:22])[C:12](=[O:21])[O:13][CH2:14][C:15]1[CH:20]=[CH:19][CH:18]=[CH:17][CH:16]=1)[CH:4]1[CH2:8][CH2:7][CH:6]([CH2:9][OH:10])[CH2:5]1.[CH2:25]([O:27][C:28]([C:30]#[C:31][C:32]([O:34][CH2:35][CH3:36])=[O:33])=[O:29])[CH3:26]. (3) Reactant: C[O:2][C:3](=[O:35])[CH2:4][C@H:5]1[C:9]2[CH:10]=[CH:11][C:12]([O:14][C@H:15]3[C:23]4[C:18](=[C:19]([CH2:28][N:29]5[CH2:34][CH2:33][O:32][CH2:31][CH2:30]5)[C:20]([C:24]([F:27])([F:26])[F:25])=[CH:21][CH:22]=4)[CH2:17][CH2:16]3)=[CH:13][C:8]=2[O:7][CH2:6]1.[OH-].[Na+]. Product: [N:29]1([CH2:28][C:19]2[C:20]([C:24]([F:25])([F:27])[F:26])=[CH:21][CH:22]=[C:23]3[C:18]=2[CH2:17][CH2:16][C@H:15]3[O:14][C:12]2[CH:11]=[CH:10][C:9]3[C@H:5]([CH2:4][C:3]([OH:35])=[O:2])[CH2:6][O:7][C:8]=3[CH:13]=2)[CH2:34][CH2:33][O:32][CH2:31][CH2:30]1. The catalyst class is: 5. (4) Reactant: C(NC(C)C)(C)C.F[P-](F)(F)(F)(F)F.CN(C(ON1C2=NC=CC=C2N=N1)=[N+](C)C)C.[C:32]([O:36][C:37]([NH:39][CH2:40][C@H:41]1[CH2:46][CH2:45][C@H:44]([C:47]([NH:49][C@H:50]([C:67](=[O:80])[NH:68][C:69]2[CH:74]=[CH:73][C:72]([C:75]3[N:76]=[N:77][NH:78][N:79]=3)=[CH:71][CH:70]=2)[CH2:51][C:52]2[CH:57]=[CH:56][C:55]([C:58]3[C:59]([C:64](O)=[O:65])=[CH:60][CH:61]=[CH:62][CH:63]=3)=[CH:54][CH:53]=2)=[O:48])[CH2:43][CH2:42]1)=[O:38])([CH3:35])([CH3:34])[CH3:33].[N:81]1([C:87]([O:89][C:90]([CH3:93])([CH3:92])[CH3:91])=[O:88])[CH2:86][CH2:85][NH:84][CH2:83][CH2:82]1. Product: [C:32]([O:36][C:37]([NH:39][CH2:40][C@H:41]1[CH2:46][CH2:45][C@H:44]([C:47]([NH:49][C@H:50]([C:67](=[O:80])[NH:68][C:69]2[CH:74]=[CH:73][C:72]([C:75]3[N:76]=[N:77][NH:78][N:79]=3)=[CH:71][CH:70]=2)[CH2:51][C:52]2[CH:57]=[CH:56][C:55]([C:58]3[CH:63]=[CH:62][CH:61]=[CH:60][C:59]=3[C:64]([N:84]3[CH2:85][CH2:86][N:81]([C:87]([O:89][C:90]([CH3:93])([CH3:92])[CH3:91])=[O:88])[CH2:82][CH2:83]3)=[O:65])=[CH:54][CH:53]=2)=[O:48])[CH2:43][CH2:42]1)=[O:38])([CH3:35])([CH3:33])[CH3:34]. The catalyst class is: 3.